Predict the reactants needed to synthesize the given product. From a dataset of Full USPTO retrosynthesis dataset with 1.9M reactions from patents (1976-2016). The reactants are: O[CH2:2][C:3]1[CH:12]=[N:11][C:10]2[N:9]3[CH2:13][CH2:14][S:15][CH2:16][C@H:8]3[C:7](=[O:17])[NH:6][C:5]=2[CH:4]=1.[I-].C(C[P+](C)(C)C)#N.C(N(C(C)C)C(C)C)C.[N:35]1([C:41]2[CH:48]=[CH:47][C:44]([C:45]#[N:46])=[CH:43][CH:42]=2)[CH2:40][CH2:39][NH:38][CH2:37][CH2:36]1. Given the product [O:17]=[C:7]1[NH:6][C:5]2[CH:4]=[C:3]([CH2:2][N:38]3[CH2:37][CH2:36][N:35]([C:41]4[CH:42]=[CH:43][C:44]([C:45]#[N:46])=[CH:47][CH:48]=4)[CH2:40][CH2:39]3)[CH:12]=[N:11][C:10]=2[N:9]2[CH2:13][CH2:14][S:15][CH2:16][C@@H:8]12, predict the reactants needed to synthesize it.